From a dataset of CYP3A4 inhibition data for predicting drug metabolism from PubChem BioAssay. Regression/Classification. Given a drug SMILES string, predict its absorption, distribution, metabolism, or excretion properties. Task type varies by dataset: regression for continuous measurements (e.g., permeability, clearance, half-life) or binary classification for categorical outcomes (e.g., BBB penetration, CYP inhibition). Dataset: cyp3a4_veith. (1) The drug is COc1ccccc1CNc1ncnc2ccc(-c3ccccc3OC)cc12. The result is 1 (inhibitor). (2) The drug is O=C(Nc1ccc(Cl)cc1C(F)(F)F)c1ccc(Cl)cc1. The result is 0 (non-inhibitor).